This data is from Forward reaction prediction with 1.9M reactions from USPTO patents (1976-2016). The task is: Predict the product of the given reaction. (1) Given the reactants Cl[S:2]([C:5]1[CH:10]=[CH:9][C:8]([N:11]=[C:12]=[O:13])=[CH:7][CH:6]=1)(=[O:4])=[O:3].[CH3:14][O:15][C:16]1[CH:25]=[CH:24][C:23]([N:26]2[CH2:31][CH2:30][N:29]([CH3:32])[CH2:28][CH2:27]2)=[C:22]2[C:17]=1[CH2:18][CH2:19][NH:20][CH2:21]2.[NH3:33], predict the reaction product. The product is: [S:2]([C:5]1[CH:10]=[CH:9][C:8]([NH:11][C:12]([N:20]2[CH2:19][CH2:18][C:17]3[C:22](=[C:23]([N:26]4[CH2:27][CH2:28][N:29]([CH3:32])[CH2:30][CH2:31]4)[CH:24]=[CH:25][C:16]=3[O:15][CH3:14])[CH2:21]2)=[O:13])=[CH:7][CH:6]=1)(=[O:4])(=[O:3])[NH2:33]. (2) Given the reactants FC(F)(F)C(O)=O.[Cl:8][C:9]1[CH:14]=[C:13]([Cl:15])[CH:12]=[CH:11][C:10]=1[C@H:16]([N:18]1[C:22]2[CH:23]=[C:24]([N:27]3[CH2:32][CH2:31][N:30]([C:33]([C@H:35]4[CH2:39][CH2:38][CH2:37][N:36]4C(OC(C)(C)C)=O)=[O:34])[CH2:29][C@H:28]3[CH3:47])[CH:25]=[CH:26][C:21]=2[N:20]=[CH:19]1)[CH3:17], predict the reaction product. The product is: [Cl:8][C:9]1[CH:14]=[C:13]([Cl:15])[CH:12]=[CH:11][C:10]=1[C@H:16]([N:18]1[C:22]2[CH:23]=[C:24]([N:27]3[CH2:32][CH2:31][N:30]([C:33]([C@H:35]4[CH2:39][CH2:38][CH2:37][NH:36]4)=[O:34])[CH2:29][C@H:28]3[CH3:47])[CH:25]=[CH:26][C:21]=2[N:20]=[CH:19]1)[CH3:17]. (3) The product is: [F:11][C:3]1[CH:4]=[C:5]([N+:8]([O-:10])=[O:9])[CH:6]=[CH:7][C:2]=1[N:25]([CH2:26][CH2:27][O:28][CH2:29][CH2:30][CH3:31])[CH2:24][CH2:23][O:22][CH2:19][CH2:20][CH3:21]. Given the reactants F[C:2]1[CH:7]=[CH:6][C:5]([N+:8]([O-:10])=[O:9])=[CH:4][C:3]=1[F:11].CCN(CC)CC.[CH2:19]([O:22][CH2:23][CH2:24][NH:25][CH2:26][CH2:27][O:28][CH2:29][CH2:30][CH3:31])[CH2:20][CH3:21].C(Cl)Cl, predict the reaction product. (4) Given the reactants Br[C:2]1[CH:13]=[CH:12][C:5]2[C:6]([C:9]([OH:11])=[O:10])=[N:7][S:8][C:4]=2[CH:3]=1.CC1(C)C(C)(C)OB([C:22]2[CH:27]=[CH:26][CH:25]=[CH:24][C:23]=2[OH:28])O1.[CH:30]1(P(C2CCCCC2)C2C=CC=CC=2C2C(OC)=CC=CC=2OC)CCCCC1.P([O-])([O-])([O-])=O.[K+].[K+].[K+], predict the reaction product. The product is: [OH:28][C:23]1[CH:22]=[CH:27][C:26]([C:2]2[CH:13]=[CH:12][C:5]3[C:6]([C:9]([OH:11])=[O:10])=[N:7][S:8][C:4]=3[CH:3]=2)=[C:25]([CH3:30])[CH:24]=1. (5) Given the reactants C([NH:5][S:6]([C:9]1[CH:14]=[CH:13][C:12]([C:15]2[N:16]=[CH:17][N:18]([C:20]3[N:25]=[C:24]([CH3:26])[CH:23]=[C:22]([C:27]4[CH:32]=[CH:31][C:30]([Cl:33])=[CH:29][CH:28]=4)[N:21]=3)[CH:19]=2)=[CH:11][CH:10]=1)(=[O:8])=[O:7])(C)(C)C.C(O)(C(F)(F)F)=O, predict the reaction product. The product is: [Cl:33][C:30]1[CH:29]=[CH:28][C:27]([C:22]2[CH:23]=[C:24]([CH3:26])[N:25]=[C:20]([N:18]3[CH:19]=[C:15]([C:12]4[CH:13]=[CH:14][C:9]([S:6]([NH2:5])(=[O:7])=[O:8])=[CH:10][CH:11]=4)[N:16]=[CH:17]3)[N:21]=2)=[CH:32][CH:31]=1. (6) Given the reactants Br[C:2]1[N:6]=[C:5]([C:7]2[CH:8]=[CH:9][C:10]([CH2:15][CH:16]([CH3:18])[CH3:17])=[C:11]([CH:14]=2)[C:12]#[N:13])[S:4][N:3]=1.[CH2:19]([C:21]1[C:26](/[CH:27]=[CH:28]/[O:29][CH3:30])=[CH:25][CH:24]=[CH:23][C:22]=1B1OC(C)(C)C(C)(C)O1)[CH3:20].P([O-])([O-])([O-])=O.[K+].[K+].[K+], predict the reaction product. The product is: [CH2:19]([C:21]1[C:26](/[CH:27]=[CH:28]/[O:29][CH3:30])=[CH:25][CH:24]=[CH:23][C:22]=1[C:2]1[N:6]=[C:5]([C:7]2[CH:8]=[CH:9][C:10]([CH2:15][CH:16]([CH3:18])[CH3:17])=[C:11]([CH:14]=2)[C:12]#[N:13])[S:4][N:3]=1)[CH3:20]. (7) Given the reactants O1CCCC1CO.[Cl:8][C:9]1[CH:14]=[C:13]([CH2:15][C:16]2[C:17]([C:27]3[CH:32]=[CH:31][CH:30]=[CH:29][CH:28]=3)=[N:18][N:19]3[CH:24]=[C:23]([O:25][CH3:26])[CH:22]=[CH:21][C:20]=23)[N:12]=[C:11]([C:33]([O:35]C)=[O:34])[CH:10]=1.[OH-].[Na+].Cl, predict the reaction product. The product is: [Cl:8][C:9]1[CH:14]=[C:13]([CH2:15][C:16]2[C:17]([C:27]3[CH:32]=[CH:31][CH:30]=[CH:29][CH:28]=3)=[N:18][N:19]3[CH:24]=[C:23]([O:25][CH3:26])[CH:22]=[CH:21][C:20]=23)[N:12]=[C:11]([C:33]([OH:35])=[O:34])[CH:10]=1.